This data is from Reaction yield outcomes from USPTO patents with 853,638 reactions. The task is: Predict the reaction yield, written as a fraction of the theoretical maximum amount of product (1.0 means a 100% yield; for example, 0.34 means a 34% yield). The catalyst is CN(C=O)C. The reactants are [NH2:1][C:2]1[CH:7]=[C:6]([O:8][C:9]2[CH:10]=[CH:11][C:12]([NH:15][C:16]([NH:18][C:19](=[O:24])[C:20]([CH3:23])([CH3:22])[CH3:21])=[O:17])=[N:13][CH:14]=2)[CH:5]=[CH:4][N:3]=1.[C:25]([CH2:27][C:28](O)=[O:29])#[N:26].CN(C(ON1N=NC2C=CC=CC1=2)=[N+](C)C)C.[B-](F)(F)(F)F.CCN(C(C)C)C(C)C.C([O-])([O-])=O.[K+].[K+]. The product is [C:25]([CH2:27][C:28]([NH:1][C:2]1[CH:7]=[C:6]([O:8][C:9]2[CH:10]=[CH:11][C:12]([NH:15][C:16]([NH:18][C:19](=[O:24])[C:20]([CH3:21])([CH3:23])[CH3:22])=[O:17])=[N:13][CH:14]=2)[CH:5]=[CH:4][N:3]=1)=[O:29])#[N:26]. The yield is 0.790.